This data is from Full USPTO retrosynthesis dataset with 1.9M reactions from patents (1976-2016). The task is: Predict the reactants needed to synthesize the given product. Given the product [F:15][C:16]1[CH:21]=[CH:20][CH:19]=[C:18]([F:22])[C:17]=1[O:23][C:2]1[CH:7]=[N:6][N:5]([CH:8]2[CH2:13][CH2:12][CH2:11][CH2:10][O:9]2)[C:4](=[O:14])[CH:3]=1, predict the reactants needed to synthesize it. The reactants are: I[C:2]1[CH:7]=[N:6][N:5]([CH:8]2[CH2:13][CH2:12][CH2:11][CH2:10][O:9]2)[C:4](=[O:14])[CH:3]=1.[F:15][C:16]1[CH:21]=[CH:20][CH:19]=[C:18]([F:22])[C:17]=1[OH:23].C(=O)([O-])[O-].[K+].[K+].